This data is from CYP2D6 inhibition data for predicting drug metabolism from PubChem BioAssay. The task is: Regression/Classification. Given a drug SMILES string, predict its absorption, distribution, metabolism, or excretion properties. Task type varies by dataset: regression for continuous measurements (e.g., permeability, clearance, half-life) or binary classification for categorical outcomes (e.g., BBB penetration, CYP inhibition). Dataset: cyp2d6_veith. (1) The compound is CCOC(=O)Nc1ccc2c(c1)N(C(=O)CCN1CCOCC1)c1ccccc1S2. The result is 0 (non-inhibitor). (2) The molecule is Cc1ncc2c(c1O)COP(=O)(O)OC2. The result is 1 (inhibitor).